This data is from Catalyst prediction with 721,799 reactions and 888 catalyst types from USPTO. The task is: Predict which catalyst facilitates the given reaction. (1) Reactant: [F:1][C:2]1[C:7]([CH:8]([OH:14])[CH2:9][CH2:10][CH2:11][CH2:12][CH3:13])=[CH:6][CH:5]=[CH:4][C:3]=1[C:15]1([CH3:20])[O:19][CH2:18][CH2:17][O:16]1.[CH3:21]I.[H-].[Na+].[Cl-].[NH4+]. Product: [F:1][C:2]1[C:7]([CH:8]([O:14][CH3:21])[CH2:9][CH2:10][CH2:11][CH2:12][CH3:13])=[CH:6][CH:5]=[CH:4][C:3]=1[C:15]1([CH3:20])[O:16][CH2:17][CH2:18][O:19]1. The catalyst class is: 3. (2) Reactant: Br[C:2]1[C:3]([NH2:14])=[N:4][CH:5]=[C:6]([CH2:8][CH2:9][S:10]([CH3:13])(=[O:12])=[O:11])[N:7]=1.[CH2:15]([NH:22][C:23](=[O:40])[C:24]1[CH:29]=[CH:28][C:27](B2OC(C)(C)C(C)(C)O2)=[CH:26][C:25]=1[F:39])[C:16]1[CH:21]=[CH:20][CH:19]=[CH:18][CH:17]=1.COCCOC.C(=O)([O-])[O-].[Na+].[Na+]. Product: [NH2:14][C:3]1[C:2]([C:27]2[CH:28]=[CH:29][C:24]([C:23]([NH:22][CH2:15][C:16]3[CH:17]=[CH:18][CH:19]=[CH:20][CH:21]=3)=[O:40])=[C:25]([F:39])[CH:26]=2)=[N:7][C:6]([CH2:8][CH2:9][S:10]([CH3:13])(=[O:12])=[O:11])=[CH:5][N:4]=1. The catalyst class is: 5.